This data is from Catalyst prediction with 721,799 reactions and 888 catalyst types from USPTO. The task is: Predict which catalyst facilitates the given reaction. (1) Reactant: [Cl:1][C:2]1[CH:7]=[CH:6][CH:5]=[CH:4][C:3]=1[C:8]1([OH:28])[CH2:13][CH2:12][N:11]([CH2:14][CH2:15][C:16](=[CH:26][OH:27])[C:17]([C:19]2[CH:24]=[CH:23][C:22]([F:25])=[CH:21][CH:20]=2)=O)[CH2:10][CH2:9]1.[ClH:29].[NH2:30]O.CC(C)=O. Product: [ClH:1].[Cl:29][C:6]1[CH:7]=[CH:2][C:3]([C:8]2([OH:28])[CH2:9][CH2:10][N:11]([CH2:14][CH2:15][C:16]3[C:17]([C:19]4[CH:20]=[CH:21][C:22]([F:25])=[CH:23][CH:24]=4)=[N:30][O:27][CH:26]=3)[CH2:12][CH2:13]2)=[CH:4][CH:5]=1. The catalyst class is: 8. (2) Reactant: Br[C:2]1[CH:7]=[CH:6][C:5]([O:8][C:9]([F:12])([F:11])[F:10])=[C:4]([F:13])[CH:3]=1.C([Mg]Cl)(C)C.[Cl:19][C:20]1[C:21]([C:26](N(OC)C)=[O:27])=[N:22][CH:23]=[CH:24][N:25]=1. Product: [Cl:19][C:20]1[C:21]([C:26]([C:2]2[CH:7]=[CH:6][C:5]([O:8][C:9]([F:12])([F:11])[F:10])=[C:4]([F:13])[CH:3]=2)=[O:27])=[N:22][CH:23]=[CH:24][N:25]=1. The catalyst class is: 1. (3) Reactant: [CH:1]([NH:3][C:4]1[NH:8][C:7]([C:9]2[CH:14]=[CH:13][C:12]([F:15])=[CH:11][CH:10]=2)=[N:6][C:5]=1[C:16]1[CH:21]=[CH:20][CH:19]=[CH:18][CH:17]=1)=O.Cl.C(=O)([O-])O.[Na+]. Product: [CH3:1][NH:3][C:4]1[NH:8][C:7]([C:9]2[CH:10]=[CH:11][C:12]([F:15])=[CH:13][CH:14]=2)=[N:6][C:5]=1[C:16]1[CH:17]=[CH:18][CH:19]=[CH:20][CH:21]=1. The catalyst class is: 7. (4) Reactant: CS(O[CH2:6][CH:7]1[C:11]2([CH2:13][CH2:12]2)[NH:10][C:9](=[O:14])[O:8]1)(=O)=O.[N-:15]=[N+:16]=[N-:17].[Na+].[I-].[Na+].O. Product: [N:15]([CH2:6][CH:7]1[C:11]2([CH2:13][CH2:12]2)[NH:10][C:9](=[O:14])[O:8]1)=[N+:16]=[N-:17]. The catalyst class is: 16. (5) Reactant: CC(OC(/N=N/C(OC(C)C)=O)=O)C.O[CH2:16][C:17]1[CH:18]=[C:19]2[C:23](=[CH:24][CH:25]=1)[N:22]([C:26]([O:28][C:29]([CH3:32])([CH3:31])[CH3:30])=[O:27])[N:21]=[C:20]2[C:33]1[N:34]=[N:35][N:36]([C:38]2[CH:43]=[CH:42][C:41]([C:44]([N:46]3[CH2:51][CH2:50][O:49][CH2:48][CH2:47]3)=[O:45])=[CH:40][CH:39]=2)[CH:37]=1.[N:52]1[NH:53][C:54](=[O:58])[CH:55]=[CH:56][CH:57]=1.C1(P(C2C=CC=CC=2)C2C=CC=CC=2)C=CC=CC=1.Cl. Product: [N:46]1([C:44]([C:41]2[CH:42]=[CH:43][C:38]([N:36]3[CH:37]=[C:33]([C:20]4[C:19]5[C:23](=[CH:24][CH:25]=[C:17]([CH2:16][N:53]6[C:54](=[O:58])[CH:55]=[CH:56][CH:57]=[N:52]6)[CH:18]=5)[N:22]([C:26]([O:28][C:29]([CH3:32])([CH3:31])[CH3:30])=[O:27])[N:21]=4)[N:34]=[N:35]3)=[CH:39][CH:40]=2)=[O:45])[CH2:47][CH2:48][O:49][CH2:50][CH2:51]1. The catalyst class is: 2. (6) Reactant: [F:1][C:2]1[CH:10]=[C:9]2[C:5](/[C:6](=[CH:12]/[C:13]3[N:17]([CH3:18])[N:16]=[CH:15][N:14]=3)/[O:7][C:8]2=O)=[C:4]([N+:19]([O-])=O)[CH:3]=1.O.[NH2:23][NH2:24].C(O)(=O)C. Product: [NH2:19][C:4]1[CH:3]=[C:2]([F:1])[CH:10]=[C:9]2[C:5]=1[C:6]([CH2:12][C:13]1[N:17]([CH3:18])[N:16]=[CH:15][N:14]=1)=[N:23][NH:24][C:8]2=[O:7]. The catalyst class is: 20.